Dataset: Forward reaction prediction with 1.9M reactions from USPTO patents (1976-2016). Task: Predict the product of the given reaction. Given the reactants [Br:1][C:2]1[C:3]([CH3:12])=[C:4]([C:6]([N+:9]([O-])=O)=[CH:7][CH:8]=1)[NH2:5].[Sn](Cl)Cl.O.[OH-].[Na+], predict the reaction product. The product is: [Br:1][C:2]1[C:3]([CH3:12])=[C:4]([NH2:5])[C:6]([NH2:9])=[CH:7][CH:8]=1.